This data is from Forward reaction prediction with 1.9M reactions from USPTO patents (1976-2016). The task is: Predict the product of the given reaction. (1) Given the reactants [C:1]([N:8]([CH3:16])[C@H:9]1[CH2:14][CH2:13][C@H:12]([NH2:15])[CH2:11][CH2:10]1)([O:3][C:4]([CH3:7])([CH3:6])[CH3:5])=[O:2].[CH2:17]([C:19]1[CH:26]=[CH:25][C:24]([C:27]2[CH:32]=[CH:31][N:30]=[CH:29][CH:28]=2)=[CH:23][C:20]=1[CH:21]=O)[CH3:18], predict the reaction product. The product is: [CH2:17]([C:19]1[CH:26]=[CH:25][C:24]([C:27]2[CH:28]=[CH:29][N:30]=[CH:31][CH:32]=2)=[CH:23][C:20]=1[CH2:21][NH:15][CH:12]1[CH2:11][CH2:10][CH:9]([N:8]([CH3:16])[C:1](=[O:2])[O:3][C:4]([CH3:7])([CH3:6])[CH3:5])[CH2:14][CH2:13]1)[CH3:18]. (2) Given the reactants [CH2:1]([O:3][C:4](=[O:33])[CH:5]([C:10]1[CH:11]=[C:12]([C:23]2[CH:28]=[CH:27][C:26]([C:29]([F:32])([F:31])[F:30])=[CH:25][CH:24]=2)[CH:13]=[C:14]([C:16]2[CH:21]=[CH:20][CH:19]=[C:18]([CH3:22])[N:17]=2)[CH:15]=1)[CH2:6][CH:7]([CH3:9])[CH3:8])[CH3:2].Cl.O1CCOCC1, predict the reaction product. The product is: [CH2:1]([O:3][C:4](=[O:33])[CH:5]([C:10]1[CH:11]=[C:12]([C:23]2[CH:24]=[CH:25][C:26]([C:29]([F:30])([F:31])[F:32])=[CH:27][CH:28]=2)[CH:13]=[C:14]([CH:16]2[CH2:21][CH2:20][CH2:19][CH:18]([CH3:22])[NH:17]2)[CH:15]=1)[CH2:6][CH:7]([CH3:9])[CH3:8])[CH3:2]. (3) The product is: [S:8]1[C:3]2[CH:4]=[CH:5][CH:6]=[CH:7][C:2]=2[N:1]=[C:15]1[C:14]1[CH:17]=[C:10]([F:9])[CH:11]=[CH:12][C:13]=1[OH:18]. Given the reactants [NH2:1][C:2]1[CH:7]=[CH:6][CH:5]=[CH:4][C:3]=1[SH:8].[F:9][C:10]1[CH:17]=[C:14]([CH:15]=O)[C:13]([OH:18])=[CH:12][CH:11]=1, predict the reaction product. (4) Given the reactants Cl.[F:2][C:3]1[CH:4]=[C:5]([CH:11]=[CH:12][C:13]=1[NH:14][C:15]1[C:16]2[C:23]([F:24])=[CH:22][N:21]([CH:25]3[CH2:30][CH2:29][NH:28][CH2:27][CH2:26]3)[C:17]=2[N:18]=[CH:19][N:20]=1)[C:6]([N:8]([CH3:10])[CH3:9])=[O:7].C(N(CC)CC)C.Cl[C:39]([O:41][CH:42]([CH3:44])[CH3:43])=[O:40].O, predict the reaction product. The product is: [CH3:9][N:8]([CH3:10])[C:6]([C:5]1[CH:11]=[CH:12][C:13]([NH:14][C:15]2[C:16]3[C:23]([F:24])=[CH:22][N:21]([CH:25]4[CH2:30][CH2:29][N:28]([C:39]([O:41][CH:42]([CH3:44])[CH3:43])=[O:40])[CH2:27][CH2:26]4)[C:17]=3[N:18]=[CH:19][N:20]=2)=[C:3]([F:2])[CH:4]=1)=[O:7]. (5) Given the reactants Cl.Cl.Cl.[NH:4]1[CH2:9][CH2:8][CH:7]([NH:10][C:11]2[CH:12]=[CH:13][C:14]3[N:15]([C:17]([C:20]4[CH:25]=[CH:24][N:23]=[CH:22][CH:21]=4)=[CH:18][N:19]=3)[N:16]=2)[CH2:6][CH2:5]1.C(N(CC)CC)C.[C:33](Cl)(=[O:40])[C:34]1[CH:39]=[CH:38][CH:37]=[CH:36][CH:35]=1.O, predict the reaction product. The product is: [C:33]([N:4]1[CH2:9][CH2:8][CH:7]([NH:10][C:11]2[CH:12]=[CH:13][C:14]3[N:15]([C:17]([C:20]4[CH:25]=[CH:24][N:23]=[CH:22][CH:21]=4)=[CH:18][N:19]=3)[N:16]=2)[CH2:6][CH2:5]1)(=[O:40])[C:34]1[CH:39]=[CH:38][CH:37]=[CH:36][CH:35]=1. (6) Given the reactants [C:1]1([CH:7]([C:25]2[CH:30]=[CH:29][CH:28]=[CH:27][CH:26]=2)[CH2:8][NH:9][CH2:10][C@@H:11]([CH3:24])[CH2:12][O:13][C:14]2[CH:15]=[C:16]([CH2:20][C:21]([OH:23])=[O:22])[CH:17]=[CH:18][CH:19]=2)[CH:6]=[CH:5][CH:4]=[CH:3][CH:2]=1.[F:31][C:32]1[CH:39]=[C:38]([O:40][CH3:41])[CH:37]=[CH:36][C:33]=1[CH:34]=O.COC(=O)C.[Cl:47]C1C(C(F)(F)F)=CC=CC=1C=O.Cl.CCOCC, predict the reaction product. The product is: [ClH:47].[F:31][C:32]1[CH:39]=[C:38]([O:40][CH3:41])[CH:37]=[CH:36][C:33]=1[CH2:34][N:9]([CH2:8][CH:7]([C:1]1[CH:2]=[CH:3][CH:4]=[CH:5][CH:6]=1)[C:25]1[CH:26]=[CH:27][CH:28]=[CH:29][CH:30]=1)[CH2:10][C@@H:11]([CH3:24])[CH2:12][O:13][C:14]1[CH:15]=[C:16]([CH2:20][C:21]([OH:23])=[O:22])[CH:17]=[CH:18][CH:19]=1. (7) Given the reactants C([O:3][C:4](=[O:33])[CH2:5][NH:6][C:7](=[O:32])[C:8]1[CH:13]=[CH:12][C:11]([C@@H:14]2[CH2:18][CH2:17][C@H:16]([NH:19][C@@H:20]([C:22]3[C:31]4[C:26](=[CH:27][CH:28]=[CH:29][CH:30]=4)[CH:25]=[CH:24][CH:23]=3)[CH3:21])[CH2:15]2)=[CH:10][CH:9]=1)C.[OH-].[Na+].[ClH:36], predict the reaction product. The product is: [ClH:36].[C:22]1([C@H:20]([NH:19][C@H:16]2[CH2:17][CH2:18][C@@H:14]([C:11]3[CH:10]=[CH:9][C:8]([C:7]([NH:6][CH2:5][C:4]([OH:33])=[O:3])=[O:32])=[CH:13][CH:12]=3)[CH2:15]2)[CH3:21])[C:31]2[C:26](=[CH:27][CH:28]=[CH:29][CH:30]=2)[CH:25]=[CH:24][CH:23]=1. (8) Given the reactants [CH:1]1([C:4](O)=[O:5])[CH2:3][CH2:2]1.CN(C(ON1N=NC2C=CC=NC1=2)=[N+](C)C)C.F[P-](F)(F)(F)(F)F.Cl.Cl.[NH2:33][CH2:34][C:35]1[CH:40]=[CH:39][N:38]=[C:37]([C:41]2([NH:44][C:45]([C:47]3([NH:50][C:51]([C:53]4[N:57]5[C@@:58]([CH2:71][C:72]6[CH:77]=[CH:76][C:75]([C:78]#[N:79])=[CH:74][CH:73]=6)([CH3:70])[C:59](=[O:69])[N:60]([C:61]6[CH:66]=[C:65]([Cl:67])[CH:64]=[C:63]([Cl:68])[CH:62]=6)[C:56]5=[N:55][CH:54]=4)=[O:52])[CH2:49][CH2:48]3)=[O:46])[CH2:43][CH2:42]2)[CH:36]=1.CCN(C(C)C)C(C)C, predict the reaction product. The product is: [CH:1]1([C:4]([NH:33][CH2:34][C:35]2[CH:40]=[CH:39][N:38]=[C:37]([C:41]3([NH:44][C:45]([C:47]4([NH:50][C:51]([C:53]5[N:57]6[C@@:58]([CH2:71][C:72]7[CH:77]=[CH:76][C:75]([C:78]#[N:79])=[CH:74][CH:73]=7)([CH3:70])[C:59](=[O:69])[N:60]([C:61]7[CH:66]=[C:65]([Cl:67])[CH:64]=[C:63]([Cl:68])[CH:62]=7)[C:56]6=[N:55][CH:54]=5)=[O:52])[CH2:48][CH2:49]4)=[O:46])[CH2:42][CH2:43]3)[CH:36]=2)=[O:5])[CH2:3][CH2:2]1.